This data is from Full USPTO retrosynthesis dataset with 1.9M reactions from patents (1976-2016). The task is: Predict the reactants needed to synthesize the given product. (1) The reactants are: [Br:1][C:2]1[CH:7]=[CH:6][C:5]([NH:8][C:9]2[CH:10]=[C:11]([F:17])[C:12]([C:15]#[N:16])=[N:13][CH:14]=2)=[C:4]([C:18]([F:21])([F:20])[F:19])[CH:3]=1.C(O)(=O)C.[PH2]([O-])=O.[Na+].[H][H]. Given the product [NH2:16][CH2:15][C:12]1[N:13]=[CH:14][C:9]([NH:8][C:5]2[CH:6]=[CH:7][C:2]([Br:1])=[CH:3][C:4]=2[C:18]([F:21])([F:20])[F:19])=[CH:10][C:11]=1[F:17], predict the reactants needed to synthesize it. (2) Given the product [OH:11][CH:10]1[C:9]2[C:4](=[CH:5][CH:6]=[C:7]([C:12]#[N:13])[CH:8]=2)[CH2:3][C:2]1([CH3:14])[CH3:1], predict the reactants needed to synthesize it. The reactants are: [CH3:1][C:2]1([CH3:14])[C:10](=[O:11])[C:9]2[C:4](=[CH:5][CH:6]=[C:7]([C:12]#[N:13])[CH:8]=2)[CH2:3]1.[BH4-].[Na+].Cl.